This data is from Reaction yield outcomes from USPTO patents with 853,638 reactions. The task is: Predict the reaction yield, written as a fraction of the theoretical maximum amount of product (1.0 means a 100% yield; for example, 0.34 means a 34% yield). (1) No catalyst specified. The reactants are Br[C:2]1[CH:3]=[C:4]2[C:9](=[CH:10][CH:11]=1)[N:8]=[CH:7][C:6]([C:12]([CH:14]1[CH2:16][CH2:15]1)=[O:13])=[C:5]2[NH:17][C@H:18]1[CH2:23][CH2:22][C@H:21]([N:24]([CH3:26])[CH3:25])[CH2:20][CH2:19]1.[Cl:27][C:28]1[CH:33]=[C:32](B2OC(C)(C)C(C)(C)O2)[CH:31]=[C:30]([Cl:43])[C:29]=1[OH:44]. The product is [CH:14]1([C:12]([C:6]2[CH:7]=[N:8][C:9]3[C:4]([C:5]=2[NH:17][C@H:18]2[CH2:23][CH2:22][C@H:21]([N:24]([CH3:25])[CH3:26])[CH2:20][CH2:19]2)=[CH:3][C:2]([C:32]2[CH:33]=[C:28]([Cl:27])[C:29]([OH:44])=[C:30]([Cl:43])[CH:31]=2)=[CH:11][CH:10]=3)=[O:13])[CH2:15][CH2:16]1. The yield is 0.580. (2) The reactants are [NH2:1][C:2]1[C:3]([F:15])=[CH:4][C:5](Br)=[C:6]([CH2:8][C:9]([O:11][CH2:12][CH3:13])=[O:10])[CH:7]=1.[CH3:16][N:17](C=O)C. The catalyst is C1C=CC([P]([Pd]([P](C2C=CC=CC=2)(C2C=CC=CC=2)C2C=CC=CC=2)([P](C2C=CC=CC=2)(C2C=CC=CC=2)C2C=CC=CC=2)[P](C2C=CC=CC=2)(C2C=CC=CC=2)C2C=CC=CC=2)(C2C=CC=CC=2)C2C=CC=CC=2)=CC=1. The product is [NH2:1][C:2]1[C:3]([F:15])=[CH:4][C:5]([C:16]#[N:17])=[C:6]([CH2:8][C:9]([O:11][CH2:12][CH3:13])=[O:10])[CH:7]=1. The yield is 0.250. (3) The yield is 0.810. The reactants are [C:1]([C:5]1[CH:9]=[C:8]([C:10]([CH3:13])([CH3:12])[CH3:11])[N:7]([CH2:14][C:15]2[CH:24]=[CH:23][C:18]([C:19](OC)=[O:20])=[CH:17][CH:16]=2)[N:6]=1)([CH3:4])([CH3:3])[CH3:2].[H-].[Al+3].[Li+].[H-].[H-].[H-].C(O)C.[Cl-].[NH4+]. The catalyst is O1CCCC1. The product is [C:1]([C:5]1[CH:9]=[C:8]([C:10]([CH3:13])([CH3:12])[CH3:11])[N:7]([CH2:14][C:15]2[CH:16]=[CH:17][C:18]([CH2:19][OH:20])=[CH:23][CH:24]=2)[N:6]=1)([CH3:2])([CH3:3])[CH3:4]. (4) The reactants are Br[CH2:2][CH2:3][CH2:4][N:5]1[CH:9]=[C:8]([N+:10]([O-:12])=[O:11])[CH:7]=[N:6]1.[NH:13]1[CH2:18][CH2:17][CH2:16][CH:15]([OH:19])[CH2:14]1.C([O-])([O-])=O.[Cs+].[Cs+]. The catalyst is CN(C=O)C.O. The product is [N+:10]([C:8]1[CH:7]=[N:6][N:5]([CH2:4][CH2:3][CH2:2][N:13]2[CH2:18][CH2:17][CH2:16][CH:15]([OH:19])[CH2:14]2)[CH:9]=1)([O-:12])=[O:11]. The yield is 0.950. (5) The catalyst is ClCCCl. The product is [CH2:36]([O:38][C:39](=[O:50])[C:40]#[C:41][C:43]1[CH:44]=[CH:45][C:46]([F:49])=[CH:47][CH:48]=1)[CH3:37]. The reactants are C1(P(=O)(C2C=CC=CC=2)C2C=CC=CC=2)C=CC=CC=1.FC(F)(F)S(OS(C(F)(F)F)(=O)=O)(=O)=O.[CH2:36]([O:38][C:39](=[O:50])[CH2:40][C:41]([C:43]1[CH:48]=[CH:47][C:46]([F:49])=[CH:45][CH:44]=1)=O)[CH3:37].C(N(CC)CC)C. The yield is 0.590. (6) The reactants are [CH:1]1[C:13]2[CH:12]([CH2:14][O:15][C:16]([NH:18][C@@H:19]([CH2:27][C:28]3[CH:29]=[N:30][C:31]([C:34]4[CH:39]=[CH:38][CH:37]=[CH:36][C:35]=4[CH3:40])=[CH:32][CH:33]=3)[C:20]([O:22]C(C)(C)C)=[O:21])=[O:17])[C:11]3[C:6](=[CH:7][CH:8]=[CH:9][CH:10]=3)[C:5]=2[CH:4]=[CH:3][CH:2]=1.[Cl-:41].[Ca+2].[Cl-]. The catalyst is C(O)(C(F)(F)F)=O. The product is [ClH:41].[CH:1]1[C:13]2[CH:12]([CH2:14][O:15][C:16]([NH:18][C@@H:19]([CH2:27][C:28]3[CH:29]=[N:30][C:31]([C:34]4[CH:39]=[CH:38][CH:37]=[CH:36][C:35]=4[CH3:40])=[CH:32][CH:33]=3)[C:20]([OH:22])=[O:21])=[O:17])[C:11]3[C:6](=[CH:7][CH:8]=[CH:9][CH:10]=3)[C:5]=2[CH:4]=[CH:3][CH:2]=1. The yield is 1.00. (7) The reactants are [OH:1][C:2]12[C:23]3[C:18](=[CH:19][CH:20]=[CH:21][CH:22]=3)[C:17](=[O:24])[C:3]1(O)[C:4]1[C:9]([O:10]2)=[C:8]([CH:11]([CH3:13])[CH3:12])[CH:7]=[C:6]([CH:14]([CH3:16])[CH3:15])[CH:5]=1.C(Cl)(=O)C([Cl:29])=O. The catalyst is C(Cl)Cl.CN(C)C=O. The product is [Cl:29][C:3]12[C:17](=[O:24])[C:18]3[C:23](=[CH:22][CH:21]=[CH:20][CH:19]=3)[C:2]1([OH:1])[O:10][C:9]1[C:4]2=[CH:5][C:6]([CH:14]([CH3:15])[CH3:16])=[CH:7][C:8]=1[CH:11]([CH3:12])[CH3:13]. The yield is 1.11. (8) The reactants are [CH2:1]([O:3][CH:4]([O:7][CH2:8][CH3:9])[CH2:5][NH2:6])[CH3:2].[F:10][C:11]1[CH:18]=[C:17]([F:19])[CH:16]=[CH:15][C:12]=1[CH:13]=O. No catalyst specified. The product is [F:10][C:11]1[CH:18]=[C:17]([F:19])[CH:16]=[CH:15][C:12]=1[CH2:13][NH:6][CH2:5][CH:4]([O:7][CH2:8][CH3:9])[O:3][CH2:1][CH3:2]. The yield is 0.360.